Dataset: Full USPTO retrosynthesis dataset with 1.9M reactions from patents (1976-2016). Task: Predict the reactants needed to synthesize the given product. (1) The reactants are: [BH4-].[Na+].[N:3]1[CH:4]=[CH:5][N:6]2[C:11]=1[CH:10]=[CH:9][C:8]([C:12](OC)=[O:13])=[N:7]2. Given the product [N:3]1[CH:4]=[CH:5][N:6]2[C:11]=1[CH:10]=[CH:9][C:8]([CH2:12][OH:13])=[N:7]2, predict the reactants needed to synthesize it. (2) Given the product [F:17][C:2]1([F:1])[O:6][C:5]2[CH:7]=[CH:8][C:9]([C:11]3([C:14]([NH:67][CH:66]4[C:65]5[C:60](=[CH:61][CH:62]=[C:63]([O:68][CH3:69])[CH:64]=5)[O:59][CH2:58][CH:57]4[CH2:56][C:55]4[CH:70]=[CH:71][C:72]([O:73][CH3:74])=[C:53]([O:52][CH3:51])[CH:54]=4)=[O:16])[CH2:12][CH2:13]3)=[CH:10][C:4]=2[O:3]1, predict the reactants needed to synthesize it. The reactants are: [F:1][C:2]1([F:17])[O:6][C:5]2[CH:7]=[CH:8][C:9]([C:11]3([C:14]([OH:16])=O)[CH2:13][CH2:12]3)=[CH:10][C:4]=2[O:3]1.C(N(CC)C(C)C)(C)C.CN(C(ON1N=NC2C=CC=NC1=2)=[N+](C)C)C.F[P-](F)(F)(F)(F)F.[CH3:51][O:52][C:53]1[CH:54]=[C:55]([CH:70]=[CH:71][C:72]=1[O:73][CH3:74])[CH2:56][CH:57]1[CH:66]([NH2:67])[C:65]2[C:60](=[CH:61][CH:62]=[C:63]([O:68][CH3:69])[CH:64]=2)[O:59][CH2:58]1. (3) Given the product [N:10]12[CH2:15][CH2:14][CH:13]([CH2:12][CH2:11]1)[CH:8]([O:7][C:6]1[CH:16]=[CH:17][C:3]([C:21]3[CH:29]=[C:28]4[C:24]([CH:25]=[CH:26][NH:27]4)=[CH:23][CH:22]=3)=[CH:4][CH:5]=1)[CH2:9]2, predict the reactants needed to synthesize it. The reactants are: C[Sn](C)(C)[C:3]1[CH:17]=[CH:16][C:6]([O:7][CH:8]2[CH:13]3[CH2:14][CH2:15][N:10]([CH2:11][CH2:12]3)[CH2:9]2)=[CH:5][CH:4]=1.Br[C:21]1[CH:29]=[C:28]2[C:24]([CH:25]=[CH:26][NH:27]2)=[CH:23][CH:22]=1. (4) The reactants are: [CH2:1]([CH2:7][CH2:8][NH2:9])[CH2:2][CH2:3][C:4]([OH:6])=[O:5].[C:18](O[C:18]([O:20][C:21]([CH3:24])([CH3:23])[CH3:22])=[O:19])([O:20][C:21]([CH3:24])([CH3:23])[CH3:22])=[O:19].O[N:26]1[C:30](=[O:31])[CH2:29][CH2:28][C:27]1=[O:32].CN(C)[CH2:35][CH2:36][CH2:37][N:38]=C=NCC. Given the product [O:32]=[C:27]1[CH2:28][CH2:29][C:30](=[O:31])[N:26]1[O:5][C:4](=[O:6])[CH2:3][CH2:2][CH2:1][CH2:7][CH2:8][NH:9][C:4](=[O:5])[CH2:3][CH2:2][CH2:35][CH2:36][CH2:37][NH:38][C:18]([O:20][C:21]([CH3:22])([CH3:23])[CH3:24])=[O:19], predict the reactants needed to synthesize it. (5) Given the product [CH3:1][O:2][C:3]1[C:4]([NH:15][C:16]([N:31]2[CH2:30][CH2:29][N:28]([C:24]3[CH:25]=[CH:26][CH:27]=[C:22]([Cl:21])[CH:23]=3)[CH2:33][CH2:32]2)=[O:20])=[N:5][C:6]2[C:11]([N:12]=1)=[CH:10][C:9]([O:13][CH3:14])=[CH:8][CH:7]=2, predict the reactants needed to synthesize it. The reactants are: [CH3:1][O:2][C:3]1[C:4]([NH:15][C:16](=[O:20])OCC)=[N:5][C:6]2[C:11]([N:12]=1)=[CH:10][C:9]([O:13][CH3:14])=[CH:8][CH:7]=2.[Cl:21][C:22]1[CH:23]=[C:24]([N:28]2[CH2:33][CH2:32][NH:31][CH2:30][CH2:29]2)[CH:25]=[CH:26][CH:27]=1. (6) Given the product [NH2:1][C:4]1[CH:28]=[CH:27][C:26]([N:29]2[CH2:34][CH2:33][CH2:32][CH2:31][CH2:30]2)=[CH:25][C:5]=1[C:6]([NH:8][C:9]1[CH:14]=[N:13][C:12]([C:15]2[CH:20]=[CH:19][CH:18]=[C:17]([C:21]([F:23])([F:24])[F:22])[CH:16]=2)=[CH:11][N:10]=1)=[O:7], predict the reactants needed to synthesize it. The reactants are: [N+:1]([C:4]1[CH:28]=[CH:27][C:26]([N:29]2[CH2:34][CH2:33][CH2:32][CH2:31][CH2:30]2)=[CH:25][C:5]=1[C:6]([NH:8][C:9]1[CH:14]=[N:13][C:12]([C:15]2[CH:20]=[CH:19][CH:18]=[C:17]([C:21]([F:24])([F:23])[F:22])[CH:16]=2)=[CH:11][N:10]=1)=[O:7])([O-])=O.